From a dataset of Retrosynthesis with 50K atom-mapped reactions and 10 reaction types from USPTO. Predict the reactants needed to synthesize the given product. (1) The reactants are: CN(C)C(=O)CN.COc1ccccc1C1(Cl)C(=O)Nc2ccc(Cl)cc21. Given the product COc1ccccc1C1(NCC(=O)N(C)C)C(=O)Nc2ccc(Cl)cc21, predict the reactants needed to synthesize it. (2) Given the product CNCCCC(C(N)=O)(c1ccccc1)c1ccccc1, predict the reactants needed to synthesize it. The reactants are: CN(CCCC(C(N)=O)(c1ccccc1)c1ccccc1)Cc1ccccc1. (3) The reactants are: COC(=O)c1ccc([N+](=O)[O-])c2c1OCCCO2. Given the product COC(=O)c1ccc(N)c2c1OCCCO2, predict the reactants needed to synthesize it. (4) Given the product CCOC(=O)c1sc(-c2cccnc2)nc1-c1cccc(C#N)c1, predict the reactants needed to synthesize it. The reactants are: CCOC(=O)C(Br)C(=O)c1cccc(C#N)c1.NC(=S)c1cccnc1. (5) The reactants are: CCOC(=O)C1CNCCN1Cc1ccccc1.O=C(Cl)C1CCN(c2ccncc2)CC1. Given the product CCOC(=O)C1CN(C(=O)C2CCN(c3ccncc3)CC2)CCN1Cc1ccccc1, predict the reactants needed to synthesize it. (6) Given the product COc1ccc(/C(=C/c2c(Cl)cncc2Cl)OC(=O)c2ccc(NS(=O)(=O)c3ccc(C)cc3)cc2)cc1OC, predict the reactants needed to synthesize it. The reactants are: COc1ccc(/C(=C/c2c(Cl)cncc2Cl)OC(=O)c2ccc(N)cc2)cc1OC.Cc1ccc(S(=O)(=O)Cl)cc1. (7) The reactants are: CC(C)(N)CO.Cc1onc(-c2ccc(F)cn2)c1COc1ccc(C(=O)O)nc1. Given the product Cc1onc(-c2ccc(F)cn2)c1COc1ccc(C(=O)NC(C)(C)CO)nc1, predict the reactants needed to synthesize it.